Dataset: Full USPTO retrosynthesis dataset with 1.9M reactions from patents (1976-2016). Task: Predict the reactants needed to synthesize the given product. Given the product [Cl:1][C:2]1[CH:10]=[CH:9][C:5]([C:6]([O:8][CH3:13])=[O:7])=[C:4]([O:11][CH3:12])[CH:3]=1, predict the reactants needed to synthesize it. The reactants are: [Cl:1][C:2]1[CH:10]=[CH:9][C:5]([C:6]([OH:8])=[O:7])=[C:4]([O:11][CH3:12])[CH:3]=1.[CH3:13]O.